Task: Predict the product of the given reaction.. Dataset: Forward reaction prediction with 1.9M reactions from USPTO patents (1976-2016) (1) The product is: [Cl:18][C:19]1[CH:20]=[C:21]([C:4]([C:6]2[N:10]([CH3:11])[CH:9]=[N:8][CH:7]=2)=[O:5])[CH:22]=[CH:23][C:24]=1[Cl:25]. Given the reactants CON(C)[C:4]([C:6]1[N:10]([CH3:11])[CH:9]=[N:8][CH:7]=1)=[O:5].C1COCC1.[Cl:18][C:19]1[CH:20]=[C:21]([Mg]Br)[CH:22]=[CH:23][C:24]=1[Cl:25], predict the reaction product. (2) Given the reactants [OH:1][C@H:2]1[CH2:6][N:5]([C:7]([O:9][C:10]([CH3:13])([CH3:12])[CH3:11])=[O:8])[C@H:4]([CH2:14][OH:15])[CH2:3]1.[CH3:16][C:17]1[CH:22]=[CH:21][C:20]([S:23](Cl)(=[O:25])=[O:24])=[CH:19][CH:18]=1, predict the reaction product. The product is: [S:23]([O:1][C@H:2]1[CH2:6][N:5]([C:7]([O:9][C:10]([CH3:11])([CH3:12])[CH3:13])=[O:8])[C@H:4]([CH2:14][O:15][S:23]([C:20]2[CH:21]=[CH:22][C:17]([CH3:16])=[CH:18][CH:19]=2)(=[O:25])=[O:24])[CH2:3]1)([C:20]1[CH:21]=[CH:22][C:17]([CH3:16])=[CH:18][CH:19]=1)(=[O:25])=[O:24]. (3) Given the reactants Br[C:2]1[CH:10]=[C:9]2[C:5]([C:6]([C:11]3[N:12](C(OC(C)(C)C)=O)[C:13]4[C:18]([CH:19]=3)=[CH:17][C:16]([CH2:20][N:21]3[CH2:26][CH2:25][CH:24]([F:27])[CH2:23][CH2:22]3)=[CH:15][CH:14]=4)=[N:7][NH:8]2)=[CH:4][CH:3]=1.[CH2:35]([OH:38])[C:36]#[CH:37], predict the reaction product. The product is: [F:27][CH:24]1[CH2:23][CH2:22][N:21]([CH2:20][C:16]2[CH:17]=[C:18]3[C:13](=[CH:14][CH:15]=2)[NH:12][C:11]([C:6]2[C:5]4[C:9](=[CH:10][C:2]([C:37]#[C:36][CH2:35][OH:38])=[CH:3][CH:4]=4)[NH:8][N:7]=2)=[CH:19]3)[CH2:26][CH2:25]1. (4) Given the reactants [F:1][C:2]1[CH:24]=[CH:23][CH:22]=[C:21]([F:25])[C:3]=1[CH2:4][O:5][C:6]1[N:11]2[N:12]=[C:13]([CH3:18])[C:14]([C:15](O)=[O:16])=[C:10]2[CH:9]=[C:8]([CH2:19][CH3:20])[CH:7]=1.Cl.CN(C)CCCN=C=NCC.ON1C2N=CC=CC=2N=N1.C(N(CC)C(C)C)(C)C.[NH2:57][CH2:58][C:59]([NH:64][C:65](=[O:71])[O:66][C:67]([CH3:70])([CH3:69])[CH3:68])([CH3:63])[CH2:60][CH2:61][CH3:62], predict the reaction product. The product is: [C:67]([O:66][C:65](=[O:71])[NH:64][C:59]([CH3:63])([CH2:60][CH2:61][CH3:62])[CH2:58][NH:57][C:15]([C:14]1[C:13]([CH3:18])=[N:12][N:11]2[C:6]([O:5][CH2:4][C:3]3[C:21]([F:25])=[CH:22][CH:23]=[CH:24][C:2]=3[F:1])=[CH:7][C:8]([CH2:19][CH3:20])=[CH:9][C:10]=12)=[O:16])([CH3:70])([CH3:69])[CH3:68]. (5) Given the reactants Cl[C:2]1[CH:7]=[CH:6][N:5]2[N:8]=[CH:9][C:10]([CH2:11][OH:12])=[C:4]2[N:3]=1.[CH:13]([O:16][C:17]1[CH:22]=[C:21](B2OC(C)(C)C(C)(C)O2)[CH:20]=[CH:19][N:18]=1)([CH3:15])[CH3:14].C(=O)([O-])[O-].[K+].[K+].C(Cl)Cl, predict the reaction product. The product is: [CH:13]([O:16][C:17]1[CH:22]=[C:21]([C:2]2[CH:7]=[CH:6][N:5]3[N:8]=[CH:9][C:10]([CH2:11][OH:12])=[C:4]3[N:3]=2)[CH:20]=[CH:19][N:18]=1)([CH3:15])[CH3:14]. (6) Given the reactants [F:1][C:2]1[CH:7]=[CH:6][C:5]([C:8]([CH:20]2[CH2:24][CH2:23][CH2:22][CH2:21]2)([CH3:19])[C:9]([O:11][CH:12]2[CH2:17][CH2:16][N:15]([CH3:18])[CH2:14][CH2:13]2)=[O:10])=[CH:4][CH:3]=1.[I:25][CH3:26], predict the reaction product. The product is: [I-:25].[F:1][C:2]1[CH:7]=[CH:6][C:5]([C:8]([CH:20]2[CH2:21][CH2:22][CH2:23][CH2:24]2)([CH3:19])[C:9]([O:11][CH:12]2[CH2:17][CH2:16][N+:15]([CH3:26])([CH3:18])[CH2:14][CH2:13]2)=[O:10])=[CH:4][CH:3]=1. (7) The product is: [C:17]([O:16][C:14]([N:11]1[CH2:12][CH2:13][N:8]([C:3]2[CH:4]=[CH:5][CH:6]=[CH:7][C:2]=2[C:26]2[CH:25]=[N:24][C:23]([O:22][CH3:21])=[N:28][CH:27]=2)[CH2:9][CH2:10]1)=[O:15])([CH3:20])([CH3:19])[CH3:18]. Given the reactants Br[C:2]1[CH:7]=[CH:6][CH:5]=[CH:4][C:3]=1[N:8]1[CH2:13][CH2:12][N:11]([C:14]([O:16][C:17]([CH3:20])([CH3:19])[CH3:18])=[O:15])[CH2:10][CH2:9]1.[CH3:21][O:22][C:23]1[N:28]=[CH:27][C:26](B(O)O)=[CH:25][N:24]=1.C(=O)([O-])[O-].[Na+].[Na+].O, predict the reaction product.